This data is from NCI-60 drug combinations with 297,098 pairs across 59 cell lines. The task is: Regression. Given two drug SMILES strings and cell line genomic features, predict the synergy score measuring deviation from expected non-interaction effect. (1) Drug 1: CCCS(=O)(=O)NC1=C(C(=C(C=C1)F)C(=O)C2=CNC3=C2C=C(C=N3)C4=CC=C(C=C4)Cl)F. Drug 2: CCC1(CC2CC(C3=C(CCN(C2)C1)C4=CC=CC=C4N3)(C5=C(C=C6C(=C5)C78CCN9C7C(C=CC9)(C(C(C8N6C=O)(C(=O)OC)O)OC(=O)C)CC)OC)C(=O)OC)O.OS(=O)(=O)O. Cell line: SR. Synergy scores: CSS=84.3, Synergy_ZIP=18.4, Synergy_Bliss=18.5, Synergy_Loewe=-11.2, Synergy_HSA=20.7. (2) Cell line: EKVX. Synergy scores: CSS=30.4, Synergy_ZIP=-0.270, Synergy_Bliss=3.54, Synergy_Loewe=3.30, Synergy_HSA=5.19. Drug 2: CN1CCC(CC1)COC2=C(C=C3C(=C2)N=CN=C3NC4=C(C=C(C=C4)Br)F)OC. Drug 1: CC(C1=C(C=CC(=C1Cl)F)Cl)OC2=C(N=CC(=C2)C3=CN(N=C3)C4CCNCC4)N. (3) Drug 2: C1=CC=C(C=C1)NC(=O)CCCCCCC(=O)NO. Drug 1: C1C(C(OC1N2C=NC3=C(N=C(N=C32)Cl)N)CO)O. Cell line: MCF7. Synergy scores: CSS=22.2, Synergy_ZIP=-10.1, Synergy_Bliss=-1.16, Synergy_Loewe=-7.36, Synergy_HSA=2.19. (4) Synergy scores: CSS=43.4, Synergy_ZIP=-0.992, Synergy_Bliss=-0.268, Synergy_Loewe=-3.47, Synergy_HSA=-0.678. Drug 2: CC1C(C(CC(O1)OC2CC(CC3=C2C(=C4C(=C3O)C(=O)C5=C(C4=O)C(=CC=C5)OC)O)(C(=O)CO)O)N)O.Cl. Drug 1: CCCCC(=O)OCC(=O)C1(CC(C2=C(C1)C(=C3C(=C2O)C(=O)C4=C(C3=O)C=CC=C4OC)O)OC5CC(C(C(O5)C)O)NC(=O)C(F)(F)F)O. Cell line: MDA-MB-435. (5) Drug 1: C1=NC2=C(N=C(N=C2N1C3C(C(C(O3)CO)O)O)F)N. Drug 2: C1CN(P(=O)(OC1)NCCCl)CCCl. Cell line: COLO 205. Synergy scores: CSS=24.3, Synergy_ZIP=-7.16, Synergy_Bliss=-4.86, Synergy_Loewe=-18.0, Synergy_HSA=-2.31. (6) Drug 1: CC1=C2C(C(=O)C3(C(CC4C(C3C(C(C2(C)C)(CC1OC(=O)C(C(C5=CC=CC=C5)NC(=O)OC(C)(C)C)O)O)OC(=O)C6=CC=CC=C6)(CO4)OC(=O)C)O)C)O. Drug 2: CC1CCCC2(C(O2)CC(NC(=O)CC(C(C(=O)C(C1O)C)(C)C)O)C(=CC3=CSC(=N3)C)C)C. Cell line: DU-145. Synergy scores: CSS=53.4, Synergy_ZIP=3.17, Synergy_Bliss=1.22, Synergy_Loewe=-9.62, Synergy_HSA=2.12. (7) Drug 1: C1=CC(=CC=C1CCCC(=O)O)N(CCCl)CCCl. Drug 2: C1CC(=O)NC(=O)C1N2C(=O)C3=CC=CC=C3C2=O. Cell line: CAKI-1. Synergy scores: CSS=47.2, Synergy_ZIP=13.5, Synergy_Bliss=16.1, Synergy_Loewe=17.8, Synergy_HSA=16.2.